From a dataset of Forward reaction prediction with 1.9M reactions from USPTO patents (1976-2016). Predict the product of the given reaction. (1) Given the reactants Br[C:2]1[CH:7]=[C:6]([CH3:8])[CH:5]=[C:4]([O:9][CH3:10])[CH:3]=1.[CH3:11][N:12](C=O)C, predict the reaction product. The product is: [CH3:10][O:9][C:4]1[CH:3]=[C:2]([CH:7]=[C:6]([CH3:8])[CH:5]=1)[C:11]#[N:12]. (2) Given the reactants Cl[C:2]1[C:3]2[S:20][C:19]([NH2:21])=[N:18][C:4]=2[N:5]=[C:6]([S:8][CH2:9][C:10]2[CH:15]=[CH:14][CH:13]=[C:12]([F:16])[C:11]=2[F:17])[N:7]=1.[NH2:22][CH2:23][CH2:24][NH:25][S:26]([CH3:29])(=[O:28])=[O:27], predict the reaction product. The product is: [NH2:21][C:19]1[S:20][C:3]2[C:2]([NH:22][CH2:23][CH2:24][NH:25][S:26]([CH3:29])(=[O:28])=[O:27])=[N:7][C:6]([S:8][CH2:9][C:10]3[CH:15]=[CH:14][CH:13]=[C:12]([F:16])[C:11]=3[F:17])=[N:5][C:4]=2[N:18]=1. (3) Given the reactants C(OC([N:8]1[CH2:23][CH2:22][C:11]2[N:12]([CH3:21])[C:13]3[C:14]([CH3:20])=[CH:15][CH:16]=[C:17]([Cl:19])[C:18]=3[C:10]=2[CH2:9]1)=O)(C)(C)C.C(O)(C(F)(F)F)=O.C(Cl)Cl, predict the reaction product. The product is: [Cl:19][C:17]1[C:18]2[C:10]3[CH2:9][NH:8][CH2:23][CH2:22][C:11]=3[N:12]([CH3:21])[C:13]=2[C:14]([CH3:20])=[CH:15][CH:16]=1.